This data is from Reaction yield outcomes from USPTO patents with 853,638 reactions. The task is: Predict the reaction yield, written as a fraction of the theoretical maximum amount of product (1.0 means a 100% yield; for example, 0.34 means a 34% yield). (1) The reactants are [F:1][C:2]1[CH:17]=[CH:16][C:5]([O:6][CH2:7][CH2:8][CH2:9][C:10]2[N:14]=[C:13]([NH2:15])[NH:12][N:11]=2)=[CH:4][CH:3]=1.[F:18][CH:19]([F:28])[C:20](=O)[CH2:21][C:22](=O)[CH:23]([F:25])[F:24].ClC1C=CC(OCCCC2N=C(N)NN=2)=CC=1.FC1C=CC(O)=CC=1. No catalyst specified. The product is [F:18][CH:19]([F:28])[C:20]1[CH:21]=[C:22]([CH:23]([F:25])[F:24])[N:12]2[N:11]=[C:10]([CH2:9][CH2:8][CH2:7][O:6][C:5]3[CH:4]=[CH:3][C:2]([F:1])=[CH:17][CH:16]=3)[N:14]=[C:13]2[N:15]=1.[F:1][C:2]1[CH:3]=[CH:4][C:5]([O:6][CH2:7][CH2:8][CH2:9][C:10]2[N:14]=[C:13]([NH2:15])[NH:12][N:11]=2)=[CH:16][CH:17]=1. The yield is 0.720. (2) The reactants are [O:1]1[C:5]2[CH:6]=[CH:7][CH:8]=[CH:9][C:4]=2[C:3]([N:10]2[CH2:15][CH2:14][N:13]([CH2:16][C:17]([C:19]3[CH:20]=[C:21]4[C:25](=[CH:26][CH:27]=3)[C:24]([CH3:29])([CH3:28])[C:23](=[O:30])[C:22]4([CH3:32])[CH3:31])=[O:18])[CH2:12][CH2:11]2)=[N:2]1.[BH4-].[Na+]. The catalyst is CC(O)C.CO. The product is [O:1]1[C:5]2[CH:6]=[CH:7][CH:8]=[CH:9][C:4]=2[C:3]([N:10]2[CH2:15][CH2:14][N:13]([CH2:16][CH:17]([C:19]3[CH:20]=[C:21]4[C:25](=[CH:26][CH:27]=3)[C:24]([CH3:28])([CH3:29])[C:23](=[O:30])[C:22]4([CH3:32])[CH3:31])[OH:18])[CH2:12][CH2:11]2)=[N:2]1. The yield is 0.820. (3) The reactants are [I:1][C:2]1[CH:3]=[C:4]([NH3+:16])[CH:5]=[C:6]([C:8](=[O:15])[NH:9][CH:10]([CH3:14])[CH2:11][O:12][CH3:13])[CH:7]=1.[N-:17]=[N+:18]=[N-:19].[Na+].[CH:21](OCC)(OCC)OCC. The catalyst is CC(O)=O. The product is [I:1][C:2]1[CH:7]=[C:6]([CH:5]=[C:4]([N:16]2[CH:21]=[N:19][N:18]=[N:17]2)[CH:3]=1)[C:8]([NH:9][CH:10]([CH3:14])[CH2:11][O:12][CH3:13])=[O:15]. The yield is 0.720. (4) The reactants are Br[CH:2]([C:4]1[O:5][C:6](=[O:19])[C:7]2[C:12]([C:13]=1[C:14]1[S:18][CH:17]=[N:16][CH:15]=1)=[CH:11][CH:10]=[CH:9][CH:8]=2)[CH3:3].[NH:20]1[C:24]2=[N:25][CH:26]=[N:27][C:28]([NH2:29])=[C:23]2[CH:22]=[N:21]1.C([O-])([O-])=O.[K+].[K+]. The catalyst is CN(C=O)C. The product is [NH2:29][C:28]1[N:27]=[CH:26][N:25]=[C:24]2[N:20]([CH:2]([C:4]3[O:5][C:6](=[O:19])[C:7]4[C:12]([C:13]=3[C:14]3[S:18][CH:17]=[N:16][CH:15]=3)=[CH:11][CH:10]=[CH:9][CH:8]=4)[CH3:3])[N:21]=[CH:22][C:23]=12. The yield is 0.540. (5) The yield is 0.780. The reactants are [CH2:1]([O:3][C:4]([C:6]1[NH:7][C:8]2[C:13]([CH:14]=1)=[CH:12][C:11](Br)=[CH:10][CH:9]=2)=[O:5])[CH3:2].[C:16]([C:20]1[CH:25]=[CH:24][C:23](B(O)O)=[CH:22][CH:21]=1)([CH3:19])([CH3:18])[CH3:17].[O-]P([O-])([O-])=O.[K+].[K+].[K+].C1(C)C=CC=CC=1P(C1C=CC=CC=1C)C1C=CC=CC=1C.C([O-])(O)=O.[Na+]. The product is [CH2:1]([O:3][C:4]([C:6]1[NH:7][C:8]2[C:13]([CH:14]=1)=[CH:12][C:11]([C:23]1[CH:24]=[CH:25][C:20]([C:16]([CH3:19])([CH3:18])[CH3:17])=[CH:21][CH:22]=1)=[CH:10][CH:9]=2)=[O:5])[CH3:2]. The catalyst is CC([O-])=O.CC([O-])=O.[Pd+2].C1(C)C=CC=CC=1.CCO. (6) The reactants are C1(CN2CCN(C3SC(C(O)=O)=CN=3)C2=O)CC1.[F:19][C:20]1[CH:44]=[CH:43][C:23]([CH2:24][N:25]2[CH2:29][CH2:28][N:27]([C:30]3[S:31][C:32]([C:39]([OH:41])=O)=[C:33]([C:35]([F:38])([F:37])[F:36])[N:34]=3)[C:26]2=[O:42])=[CH:22][CH:21]=1.[N:45]1[CH:50]=[CH:49][CH:48]=[C:47]([CH2:51][NH2:52])[CH:46]=1. No catalyst specified. The product is [F:19][C:20]1[CH:44]=[CH:43][C:23]([CH2:24][N:25]2[CH2:29][CH2:28][N:27]([C:30]3[S:31][C:32]([C:39]([NH:52][CH2:51][C:47]4[CH:46]=[N:45][CH:50]=[CH:49][CH:48]=4)=[O:41])=[C:33]([C:35]([F:37])([F:36])[F:38])[N:34]=3)[C:26]2=[O:42])=[CH:22][CH:21]=1. The yield is 0.370. (7) The reactants are Br[C:2]1[CH:3]=[CH:4][CH:5]=[C:6]([CH:9]=1)[CH:7]=[O:8].[O:10]1[CH:14]=[CH:13][CH2:12][CH2:11]1.C(=O)([O-])[O-].[Cs+].[Cs+]. The catalyst is O1CCOCC1.O.CC(C)([P](C(C)(C)C)([Pd][P](C(C)(C)C)(C(C)(C)C)C(C)(C)C)C(C)(C)C)C. The product is [O:10]1[CH:11]=[CH:12][CH2:13][CH:14]1[C:2]1[CH:9]=[C:6]([CH:5]=[CH:4][CH:3]=1)[CH:7]=[O:8]. The yield is 0.400. (8) The reactants are [Br:1][C:2]1[CH:3]=[C:4]2[C:15](=[CH:16][CH:17]=1)[O:14][C:7]1[C:8]([F:13])=[N:9][C:10]([Cl:12])=[CH:11][C:6]=1[C:5]2([NH:21]S(C(C)(C)C)=O)[CH2:18][CH2:19][OH:20]. The catalyst is CO. The product is [NH2:21][C:5]1([CH2:18][CH2:19][OH:20])[C:6]2[CH:11]=[C:10]([Cl:12])[N:9]=[C:8]([F:13])[C:7]=2[O:14][C:15]2[C:4]1=[CH:3][C:2]([Br:1])=[CH:17][CH:16]=2. The yield is 0.880. (9) The reactants are [Cl:1][C:2]1[C:3]([O:32]C)=[C:4]([C:9](=O)[CH2:10][C:11]2[CH:16]=[C:15]([NH:17]C(=O)C(C)(C)C)[N:14]=[CH:13][C:12]=2[NH:24]C(=O)C(C)(C)C)[CH:5]=[C:6]([Cl:8])[CH:7]=1. The catalyst is Br. The product is [ClH:1].[NH2:17][C:15]1[CH:16]=[C:11]2[CH:10]=[C:9]([C:4]3[CH:5]=[C:6]([Cl:8])[CH:7]=[C:2]([Cl:1])[C:3]=3[OH:32])[NH:24][C:12]2=[CH:13][N:14]=1. The yield is 0.720. (10) The reactants are [Cl:1][C:2]1[N:7]=[C:6]([C:8]2[S:12][C:11]([CH:13]([CH3:15])[CH3:14])=[N:10][C:9]=2[C:16]2[C:17]([F:23])=[C:18]([CH:20]=[CH:21][CH:22]=2)[NH2:19])[CH:5]=[CH:4][N:3]=1.[S:24]1[CH:28]=[CH:27][N:26]=[C:25]1[S:29](Cl)(=[O:31])=[O:30]. No catalyst specified. The product is [Cl:1][C:2]1[N:7]=[C:6]([C:8]2[S:12][C:11]([CH:13]([CH3:15])[CH3:14])=[N:10][C:9]=2[C:16]2[C:17]([F:23])=[C:18]([NH:19][S:29]([C:25]3[S:24][CH:28]=[CH:27][N:26]=3)(=[O:31])=[O:30])[CH:20]=[CH:21][CH:22]=2)[CH:5]=[CH:4][N:3]=1. The yield is 0.300.